Predict the product of the given reaction. From a dataset of Forward reaction prediction with 1.9M reactions from USPTO patents (1976-2016). (1) Given the reactants [CH3:1][O:2][C:3]1[CH:4]=[CH:5][C:6]([C@H:9]2[CH2:11][C@@H:10]2[CH2:12][O:13][C:14]2[C:19]([C:20]3[CH:28]=[CH:27][C:23]([C:24](O)=[O:25])=[CH:22][CH:21]=3)=[CH:18][N:17]=[C:16]([CH3:29])[N:15]=2)=[N:7][CH:8]=1.C1C=CC2N(O)N=NC=2C=1.CCN=C=NCCCN(C)C.O[NH:52][C:53](=[NH:55])[CH3:54], predict the reaction product. The product is: [CH3:1][O:2][C:3]1[CH:4]=[CH:5][C:6]([C@H:9]2[CH2:11][C@@H:10]2[CH2:12][O:13][C:14]2[C:19]([C:20]3[CH:28]=[CH:27][C:23]([C:24]4[O:25][N:55]=[C:53]([CH3:54])[N:52]=4)=[CH:22][CH:21]=3)=[CH:18][N:17]=[C:16]([CH3:29])[N:15]=2)=[N:7][CH:8]=1. (2) Given the reactants [O:1]1[C:6]2[CH:7]=[CH:8][C:9]([CH2:11][N:12]([CH:20]3[CH2:25][CH2:24][N:23](C(=O)C(F)(F)F)[CH2:22][CH2:21]3)[C:13](=[O:19])[O:14][C:15]([CH3:18])([CH3:17])[CH3:16])=[CH:10][C:5]=2[O:4][CH2:3][CH2:2]1.C(=O)([O-])[O-].[K+].[K+], predict the reaction product. The product is: [O:1]1[C:6]2[CH:7]=[CH:8][C:9]([CH2:11][N:12]([CH:20]3[CH2:25][CH2:24][NH:23][CH2:22][CH2:21]3)[C:13](=[O:19])[O:14][C:15]([CH3:18])([CH3:16])[CH3:17])=[CH:10][C:5]=2[O:4][CH2:3][CH2:2]1.